Dataset: Full USPTO retrosynthesis dataset with 1.9M reactions from patents (1976-2016). Task: Predict the reactants needed to synthesize the given product. (1) Given the product [C:27]([NH:30][C:2]1[CH:11]=[CH:10][C:9]2[O:8][CH2:7][C:6]3[CH:12]=[C:13]([C:15]([N:17]([C:19]4[CH:24]=[CH:23][C:22]([F:25])=[CH:21][C:20]=4[F:26])[CH3:18])=[O:16])[S:14][C:5]=3[C:4]=2[CH:3]=1)(=[O:29])[CH3:28], predict the reactants needed to synthesize it. The reactants are: Br[C:2]1[CH:11]=[CH:10][C:9]2[O:8][CH2:7][C:6]3[CH:12]=[C:13]([C:15]([N:17]([C:19]4[CH:24]=[CH:23][C:22]([F:25])=[CH:21][C:20]=4[F:26])[CH3:18])=[O:16])[S:14][C:5]=3[C:4]=2[CH:3]=1.[C:27]([NH2:30])(=[O:29])[CH3:28]. (2) Given the product [CH:3]([CH:4]1[CH2:5][CH2:6][CH:7]([C:10]([O:12][CH3:13])=[O:11])[CH2:8][CH2:9]1)=[O:2], predict the reactants needed to synthesize it. The reactants are: C[O:2][CH:3]=[C:4]1[CH2:9][CH2:8][CH:7]([C:10]([O:12][CH3:13])=[O:11])[CH2:6][CH2:5]1.CCCCCC. (3) Given the product [CH2:1]([O:3][C:4](=[O:15])/[C:5](/[NH:11][C:12](=[O:14])[CH3:13])=[C:6](/[NH:8][CH:10]1[CH2:17][CH2:16]1)\[CH3:7])[CH3:2], predict the reactants needed to synthesize it. The reactants are: [CH2:1]([O:3][C:4](=[O:15])/[C:5](/[NH:11][C:12](=[O:14])[CH3:13])=[C:6](/[N:8]([CH3:10])C)\[CH3:7])[CH3:2].[CH:16]1(N)C[CH2:17]1. (4) Given the product [CH3:24][CH:23]([CH3:25])[CH2:22][NH:26][C:19]([CH:16]1[CH2:15][CH2:14][N:13]([CH:9]2[CH2:10][CH2:11][CH2:12][N:6]([C:4]([O:3][CH2:1][CH3:2])=[O:5])[CH2:7][CH2:8]2)[CH2:18][CH2:17]1)=[O:21], predict the reactants needed to synthesize it. The reactants are: [CH2:1]([O:3][C:4]([N:6]1[CH2:12][CH2:11][CH2:10][CH:9]([N:13]2[CH2:18][CH2:17][CH:16]([C:19]([OH:21])=O)[CH2:15][CH2:14]2)[CH2:8][CH2:7]1)=[O:5])[CH3:2].[CH2:22]([NH2:26])[CH:23]([CH3:25])[CH3:24].CN(C(ON1N=NC2C=CC=NC1=2)=[N+](C)C)C.F[P-](F)(F)(F)(F)F. (5) Given the product [C:26]([O:25][C@@H:24]1[C@H:29]([O:30][CH2:31][C:32]2[CH:33]=[CH:34][CH:35]=[CH:36][CH:37]=2)[C:38]([CH2:46][O:47][S:48]([CH3:51])(=[O:50])=[O:49])([CH2:40][O:41][S:42]([CH3:45])(=[O:43])=[O:44])[O:39][C@H:23]1[N:18]1[C:10]([NH:9][C:1](=[O:8])[C:2]2[CH:7]=[CH:6][CH:5]=[CH:4][CH:3]=2)=[C:11]2[C:15](=[N:14][CH:13]=[N:12]2)[N:16]=[CH:17]1)(=[O:28])[CH3:27], predict the reactants needed to synthesize it. The reactants are: [C:1]([NH:9][C:10]1[N:18]=[CH:17][N:16]=[C:15]2[C:11]=1[NH:12][CH:13]=[N:14]2)(=[O:8])[C:2]1[CH:7]=[CH:6][CH:5]=[CH:4][CH:3]=1.C(O[CH:23]1[O:39][C:38]([CH2:46][O:47][S:48]([CH3:51])(=[O:50])=[O:49])([CH2:40][O:41][S:42]([CH3:45])(=[O:44])=[O:43])[C@@H:29]([O:30][CH2:31][C:32]2[CH:37]=[CH:36][CH:35]=[CH:34][CH:33]=2)[C@H:24]1[O:25][C:26](=[O:28])[CH3:27])(=O)C.[Si](OS(C(F)(F)F)(=O)=O)(C)(C)C.C([O-])(O)=O.[Na+]. (6) The reactants are: [NH2:1][C:2]1[CH:3]=[C:4]([CH:7]=[C:8]([CH:11]2[CH2:14][NH:13][CH2:12]2)[C:9]=1[Cl:10])[C:5]#[N:6].CCN(CC)CC.[C:22](O[C:22]([O:24][C:25]([CH3:28])([CH3:27])[CH3:26])=[O:23])([O:24][C:25]([CH3:28])([CH3:27])[CH3:26])=[O:23]. Given the product [NH2:1][C:2]1[C:9]([Cl:10])=[C:8]([CH:11]2[CH2:14][N:13]([C:22]([O:24][C:25]([CH3:28])([CH3:27])[CH3:26])=[O:23])[CH2:12]2)[CH:7]=[C:4]([C:5]#[N:6])[CH:3]=1, predict the reactants needed to synthesize it.